Predict the reactants needed to synthesize the given product. From a dataset of Full USPTO retrosynthesis dataset with 1.9M reactions from patents (1976-2016). (1) Given the product [Cl:29][C:30]1[CH:35]=[C:34]([C:2]2[CH:3]=[C:4]3[C:9](=[CH:10][CH:11]=2)[N:8]=[CH:7][C:6]([C:12]([CH:14]2[CH2:15][CH2:16]2)=[O:13])=[C:5]3[NH:17][C@H:18]2[CH2:23][CH2:22][C@@H:21]([N:24]([CH2:25][CH3:26])[CH2:27][CH3:28])[CH2:20][CH2:19]2)[CH:33]=[C:32]([O:45][CH3:46])[C:31]=1[OH:47], predict the reactants needed to synthesize it. The reactants are: Br[C:2]1[CH:3]=[C:4]2[C:9](=[CH:10][CH:11]=1)[N:8]=[CH:7][C:6]([C:12]([CH:14]1[CH2:16][CH2:15]1)=[O:13])=[C:5]2[NH:17][C@H:18]1[CH2:23][CH2:22][C@@H:21]([N:24]([CH2:27][CH3:28])[CH2:25][CH3:26])[CH2:20][CH2:19]1.[Cl:29][C:30]1[CH:35]=[C:34](B2OC(C)(C)C(C)(C)O2)[CH:33]=[C:32]([O:45][CH3:46])[C:31]=1[OH:47]. (2) Given the product [CH3:14][O:13][N:15]=[CH:10][CH2:9][CH2:8][C:5]1[CH:4]=[CH:3][C:2]([F:1])=[CH:7][CH:6]=1, predict the reactants needed to synthesize it. The reactants are: [F:1][C:2]1[CH:7]=[CH:6][C:5]([CH2:8][CH2:9][CH:10]=O)=[CH:4][CH:3]=1.Cl.[O:13]([NH2:15])[CH3:14]. (3) Given the product [F:1][C:2]1[CH:7]=[CH:6][C:5]([C:8]2[C:17]([N:18]([CH:20]([CH3:22])[CH3:21])[CH3:19])=[N:16][C:15]3[C:10](=[CH:11][CH:12]=[C:13]([C:23]([OH:25])=[O:24])[CH:14]=3)[N:9]=2)=[C:4]([CH3:27])[CH:3]=1, predict the reactants needed to synthesize it. The reactants are: [F:1][C:2]1[CH:7]=[CH:6][C:5]([C:8]2[C:17]([N:18]([CH:20]([CH3:22])[CH3:21])[CH3:19])=[N:16][C:15]3[C:10](=[CH:11][CH:12]=[C:13]([C:23]([O:25]C)=[O:24])[CH:14]=3)[N:9]=2)=[C:4]([CH3:27])[CH:3]=1.[OH-].[Na+]. (4) The reactants are: C1N=CN(C(N2C=NC=C2)=O)C=1.[N+:13]([C:16]1[CH:21]=[CH:20][CH:19]=[CH:18][C:17]=1[CH2:22][C:23]([OH:25])=O)([O-:15])=[O:14].Cl.[CH3:27][O:28][C:29]([CH:31]1[CH2:36][CH2:35][CH:34]([CH2:37][NH2:38])[CH2:33][CH2:32]1)=[O:30].C(N(CC)CC)C. Given the product [CH3:27][O:28][C:29]([C@H:31]1[CH2:36][CH2:35][C@H:34]([CH2:37][NH:38][C:23](=[O:25])[CH2:22][C:17]2[CH:18]=[CH:19][CH:20]=[CH:21][C:16]=2[N+:13]([O-:15])=[O:14])[CH2:33][CH2:32]1)=[O:30], predict the reactants needed to synthesize it. (5) Given the product [CH3:15][N:14]1[C:13]2[CH:16]=[CH:17][CH:18]=[CH:19][C:12]=2[N:11]=[C:10]1[CH2:9][CH2:5][C:4]#[C:3][Si:2]([CH3:7])([CH3:6])[CH3:1], predict the reactants needed to synthesize it. The reactants are: [CH3:1][Si:2]([CH3:7])([CH3:6])[C:3]#[C:4][CH3:5].Cl[CH2:9][C:10]1[N:14]([CH3:15])[C:13]2[CH:16]=[CH:17][CH:18]=[CH:19][C:12]=2[N:11]=1. (6) Given the product [CH3:24][O:48][C:46]([CH:40]1[CH2:41][C:42](=[CH:2][CH2:3][CH3:4])[CH2:43][CH2:44][N:39]1[C:37]([O:36][C:32]([CH3:35])([CH3:34])[CH3:33])=[O:38])=[O:47], predict the reactants needed to synthesize it. The reactants are: [Br-].[CH2:2]([P+](C1C=CC=CC=1)(C1C=CC=CC=1)C1C=CC=CC=1)[CH2:3][CH3:4].[CH3:24]CCCCC.[H-].[Na+].[C:32]([O:36][C:37]([N:39]1[CH2:44][CH2:43][C:42](=O)[CH2:41][CH:40]1[C:46]([OH:48])=[O:47])=[O:38])([CH3:35])([CH3:34])[CH3:33].